The task is: Predict the reactants needed to synthesize the given product.. This data is from Full USPTO retrosynthesis dataset with 1.9M reactions from patents (1976-2016). (1) Given the product [CH3:10][N:4]1[C:3](=[O:8])[C:2]([CH3:9])([CH3:1])[NH:6][C:5]1=[O:7], predict the reactants needed to synthesize it. The reactants are: [CH3:1][C:2]1([CH3:9])[NH:6][C:5](=[O:7])[NH:4][C:3]1=[O:8].[C:10]([O-])([O-])=O.[K+].[K+]. (2) Given the product [CH3:1][C:2]([CH3:8])([CH2:6][OH:7])[C:3]([O:5][CH2:15][C:14]1[CH:17]=[CH:18][C:11]([O:10][CH3:9])=[CH:12][CH:13]=1)=[O:4], predict the reactants needed to synthesize it. The reactants are: [CH3:1][C:2]([CH3:8])([CH2:6][OH:7])[C:3]([OH:5])=[O:4].[CH3:9][O:10][C:11]1[CH:18]=[CH:17][C:14]([CH2:15]Cl)=[CH:13][CH:12]=1.